Dataset: Reaction yield outcomes from USPTO patents with 853,638 reactions. Task: Predict the reaction yield, written as a fraction of the theoretical maximum amount of product (1.0 means a 100% yield; for example, 0.34 means a 34% yield). (1) The reactants are [OH-].[Na+].[Cl:3][C:4]1[CH:5]=[C:6]([SH:11])[CH:7]=[C:8]([Cl:10])[CH:9]=1.Cl.Cl[CH2:14][C:15]1[CH:16]=[N:17][CH:18]=[CH:19][CH:20]=1.C(Cl)Cl. The catalyst is O.C(O)C. The product is [Cl:3][C:4]1[CH:5]=[C:6]([S:11][CH2:14][C:15]2[CH:16]=[N:17][CH:18]=[CH:19][CH:20]=2)[CH:7]=[C:8]([Cl:10])[CH:9]=1. The yield is 0.950. (2) The reactants are [CH2:1]([O:8][CH2:9][CH:10]([NH:14]C(OC(C)(C)C)=O)[C:11]([OH:13])=O)[C:2]1[CH:7]=[CH:6][CH:5]=[CH:4][CH:3]=1.CN(C(ON1N=NC2C=CC=NC1=2)=[N+](C)C)C.F[P-](F)(F)(F)(F)F.CCN(C(C)C)C(C)C.[O:55]([C:62]1[CH:68]=[CH:67][C:65]([NH2:66])=[CH:64][CH:63]=1)[C:56]1[CH:61]=[CH:60][CH:59]=[CH:58][CH:57]=1.Cl. The catalyst is O1CCOCC1.CN(C=O)C. The product is [NH2:14][CH:10]([CH2:9][O:8][CH2:1][C:2]1[CH:3]=[CH:4][CH:5]=[CH:6][CH:7]=1)[C:11]([NH:66][C:65]1[CH:64]=[CH:63][C:62]([O:55][C:56]2[CH:61]=[CH:60][CH:59]=[CH:58][CH:57]=2)=[CH:68][CH:67]=1)=[O:13]. The yield is 0.330. (3) The reactants are C(N([P:8]([N:12]([CH:16]([CH3:18])[CH3:17])[CH:13]([CH3:15])[CH3:14])(Cl)([O-:10])[O-:9])C(C)C)(C)C.[CH:19]([C:22]1[CH:73]=[CH:72][C:25]([O:26][CH2:27][C:28]([NH:30][C:31]2[NH:32][C:33](=[O:71])[C:34]3[N:35]=[CH:36][N:37]([C:69]=3[N:70]=2)[C@@H:38]2[O:68][C@H:42]([CH2:43][O:44][C:45]([C:62]3[CH:67]=[CH:66][CH:65]=[CH:64][CH:63]=3)([C:54]3[CH:59]=[CH:58][C:57]([O:60][CH3:61])=[CH:56][CH:55]=3)[C:46]3[CH:51]=[CH:50][C:49]([O:52][CH3:53])=[CH:48][CH:47]=3)[C@@H:40]([OH:41])[CH2:39]2)=[O:29])=[CH:24][CH:23]=1)([CH3:21])[CH3:20].C(N(C(C)C)C(C)C)C.[C:83]([O:86][C@@H:87]1[C@@H:99]([O:100][C:101](=[O:103])[CH3:102])[C@H:98]([O:104][C:105](=[O:107])[CH3:106])[C@@H:97]([CH2:108][O:109][C:110](=[O:112])[CH3:111])[O:96][C@H:88]1[O:89][CH2:90][CH2:91][O:92][CH2:93][CH2:94]O)(=[O:85])[CH3:84].N1C=NN=N1. The catalyst is ClCCl. The product is [CH:19]([C:22]1[CH:23]=[CH:24][C:25]([O:26][CH2:27][C:28]([NH:30][C:31]2[NH:32][C:33](=[O:71])[C:34]3[N:35]=[CH:36][N:37]([C:69]=3[N:70]=2)[C@@H:38]2[O:68][C@H:42]([CH2:43][O:44][C:45]([C:62]3[CH:67]=[CH:66][CH:65]=[CH:64][CH:63]=3)([C:54]3[CH:59]=[CH:58][C:57]([O:60][CH3:61])=[CH:56][CH:55]=3)[C:46]3[CH:51]=[CH:50][C:49]([O:52][CH3:53])=[CH:48][CH:47]=3)[C@@H:40]([O:41][P:8]([N:12]([CH:13]([CH3:14])[CH3:15])[CH:16]([CH3:17])[CH3:18])([O:9][CH2:94][CH2:93][O:92][CH2:91][CH2:90][O:89][C@@H:88]3[O:96][C@H:97]([CH2:108][O:109][C:110](=[O:112])[CH3:111])[C@@H:98]([O:104][C:105](=[O:107])[CH3:106])[C@H:99]([O:100][C:101](=[O:103])[CH3:102])[C@H:87]3[O:86][C:83](=[O:85])[CH3:84])=[O:10])[CH2:39]2)=[O:29])=[CH:72][CH:73]=1)([CH3:21])[CH3:20]. The yield is 0.626. (4) The reactants are [Si]([O:8][CH2:9][CH2:10][O:11][C:12]1[CH:17]=[CH:16][C:15]([C:18]23[N:30]([C:31]([C:33]4[C:34]([CH3:38])=[N:35][O:36][CH:37]=4)=[O:32])[CH2:29][CH2:28][N:19]2[C:20](=[O:27])[C:21]2[N:22]([CH:24]=[CH:25][CH:26]=2)[CH2:23]3)=[CH:14][CH:13]=1)(C(C)(C)C)(C)C.C(O)(=O)C.C1COCC1.O. The catalyst is C(Cl)Cl. The product is [OH:8][CH2:9][CH2:10][O:11][C:12]1[CH:13]=[CH:14][C:15]([C:18]23[N:30]([C:31]([C:33]4[C:34]([CH3:38])=[N:35][O:36][CH:37]=4)=[O:32])[CH2:29][CH2:28][N:19]2[C:20](=[O:27])[C:21]2[N:22]([CH:24]=[CH:25][CH:26]=2)[CH2:23]3)=[CH:16][CH:17]=1. The yield is 0.640. (5) The reactants are [Br:1][C:2]1[CH:3]=[C:4]([N:9]2[C:13](=[O:14])[O:12][N:11]=[C:10]2[C:15]2[C:16]([NH:20][C:21](=O)C(F)(F)F)=[N:17][O:18][N:19]=2)[CH:5]=[CH:6][C:7]=1[F:8].C(=O)([O-])[O-].[K+].[K+].CI. The catalyst is CN(C)C=O.O.[Cl-].[Na+].O. The product is [Br:1][C:2]1[CH:3]=[C:4]([N:9]2[C:13](=[O:14])[O:12][N:11]=[C:10]2[C:15]2[C:16]([NH:20][CH3:21])=[N:17][O:18][N:19]=2)[CH:5]=[CH:6][C:7]=1[F:8]. The yield is 0.810. (6) The reactants are [C:1]1([CH2:11][CH2:12][N:13]2[CH:17]=[C:16]([C:18]3[CH:23]=[C:22]([CH:24]=O)[CH:21]=[CH:20][N:19]=3)[N:15]=[CH:14]2)[C:10]2[C:5](=[CH:6][CH:7]=[CH:8][CH:9]=2)[CH:4]=[CH:3][CH:2]=1.[C:26]([O-])([O-])=O.[K+].[K+].COP(C(=[N+]=[N-])C(=O)C)(=O)OC. The catalyst is CO. The product is [C:24]([C:22]1[CH:21]=[CH:20][N:19]=[C:18]([C:16]2[N:15]=[CH:14][N:13]([CH2:12][CH2:11][C:1]3[C:10]4[C:5](=[CH:6][CH:7]=[CH:8][CH:9]=4)[CH:4]=[CH:3][CH:2]=3)[CH:17]=2)[CH:23]=1)#[CH:26]. The yield is 0.750. (7) The reactants are Br[C:2]1[CH:7]=[CH:6][C:5]([OH:8])=[C:4]([C:9]([N:11]2[CH2:19][C:18]3[C:13](=[CH:14][CH:15]=[CH:16][CH:17]=3)[CH2:12]2)=[O:10])[CH:3]=1.[F:20][C:21]([F:32])([F:31])[C:22]1[CH:27]=[CH:26][CH:25]=[CH:24][C:23]=1B(O)O.N#N. The catalyst is COCCOC.C1C=CC(P(C2C=CC=CC=2)[C-]2C=CC=C2)=CC=1.C1C=CC(P(C2C=CC=CC=2)[C-]2C=CC=C2)=CC=1.Cl[Pd]Cl.[Fe+2]. The product is [CH2:12]1[C:13]2[C:18](=[CH:17][CH:16]=[CH:15][CH:14]=2)[CH2:19][N:11]1[C:9]([C:4]1[CH:3]=[C:2]([C:23]2[CH:24]=[CH:25][CH:26]=[CH:27][C:22]=2[C:21]([F:32])([F:31])[F:20])[CH:7]=[CH:6][C:5]=1[OH:8])=[O:10]. The yield is 0.690.